Dataset: Forward reaction prediction with 1.9M reactions from USPTO patents (1976-2016). Task: Predict the product of the given reaction. (1) Given the reactants [CH:1]1([C:7]2[C:11]([CH2:12][CH2:13][CH2:14][OH:15])=[CH:10][N:9]([C:16]3[CH:21]=[CH:20][C:19]([C:22]([F:25])([F:24])[F:23])=[CH:18][N:17]=3)[N:8]=2)[CH2:6][CH2:5][CH2:4][CH2:3][CH2:2]1.O[C:27]1[C:31]([CH2:32][C:33]([O:35]C)=[O:34])=[CH:30][N:29]([CH3:37])[N:28]=1.C(P(CCCC)CCCC)CCC.N(C(N1CCCCC1)=O)=NC(N1CCCCC1)=O, predict the reaction product. The product is: [CH:1]1([C:7]2[C:11]([CH2:12][CH2:13][CH2:14][O:15][C:27]3[C:31]([CH2:32][C:33]([OH:35])=[O:34])=[CH:30][N:29]([CH3:37])[N:28]=3)=[CH:10][N:9]([C:16]3[CH:21]=[CH:20][C:19]([C:22]([F:23])([F:24])[F:25])=[CH:18][N:17]=3)[N:8]=2)[CH2:6][CH2:5][CH2:4][CH2:3][CH2:2]1. (2) The product is: [CH3:1][O:2][C:3]1[CH:12]=[C:11]2[C:6]([CH2:7][CH2:8][C:9](=[O:13])[O:10]2)=[CH:5][CH:4]=1. Given the reactants [CH3:1][O:2][C:3]1[CH:12]=[C:11]2[C:6]([CH:7]=[CH:8][C:9](=[O:13])[O:10]2)=[CH:5][CH:4]=1, predict the reaction product. (3) The product is: [CH:19]1([O:25][C:11](=[O:12])[NH:10][C:8](=[O:9])[CH:7]([C:1]2[CH:6]=[CH:5][CH:4]=[CH:3][CH:2]=2)[C:13]2[CH:18]=[CH:17][CH:16]=[CH:15][CH:14]=2)[CH2:24][CH2:23][CH2:22][CH2:21][CH2:20]1. Given the reactants [C:1]1([CH:7]([C:13]2[CH:18]=[CH:17][CH:16]=[CH:15][CH:14]=2)[C:8]([N:10]=[C:11]=[O:12])=[O:9])[CH:6]=[CH:5][CH:4]=[CH:3][CH:2]=1.[CH:19]1([OH:25])[CH2:24][CH2:23][CH2:22][CH2:21][CH2:20]1, predict the reaction product. (4) Given the reactants CC1C=CC(S(O[CH2:12][C:13]([NH:21][C:22](=[O:38])[C:23]2[CH:28]=[C:27]([O:29][CH2:30][C:31]([F:34])([F:33])[F:32])[C:26]([CH:35]3[CH2:37][CH2:36]3)=[CH:25][N:24]=2)([C:15]2[N:19]=[C:18]([CH3:20])[O:17][N:16]=2)[CH3:14])(=O)=O)=CC=1.C(N(CC)CC)C.Cl.FC1(F)CNC1.O1CCNC1, predict the reaction product. The product is: [CH:35]1([C:26]2[C:27]([O:29][CH2:30][C:31]([F:33])([F:34])[F:32])=[CH:28][C:23]([C:22]3[O:38][CH2:14][C:13]([C:15]4[N:19]=[C:18]([CH3:20])[O:17][N:16]=4)([CH3:12])[N:21]=3)=[N:24][CH:25]=2)[CH2:37][CH2:36]1. (5) Given the reactants [C:1]([O:9][C:10]([CH3:13])([CH3:12])[CH3:11])(=[O:8])[CH2:2][C:3]([O:5][CH2:6][CH3:7])=[O:4].[H-].[Na+].[Cl:16][C:17]1[N:18]=[N:19][C:20](Cl)=[CH:21][CH:22]=1, predict the reaction product. The product is: [Cl:16][C:17]1[N:18]=[N:19][C:20]([CH:2]([C:3]([O:5][CH2:6][CH3:7])=[O:4])[C:1]([O:9][C:10]([CH3:12])([CH3:11])[CH3:13])=[O:8])=[CH:21][CH:22]=1. (6) Given the reactants Cl.[CH:2]([CH:15]1[C:20](=[O:21])[CH2:19][CH2:18][NH:17][CH2:16]1)([C:9]1[CH:14]=[CH:13][CH:12]=[CH:11][CH:10]=1)[C:3]1[CH:8]=[CH:7][CH:6]=[CH:5][CH:4]=1.C(N(C(C)C)CC)(C)C.[CH3:31][O:32][C:33]1[C:37]2[CH:38]=[CH:39][CH:40]=[CH:41][C:36]=2[S:35][C:34]=1[CH2:42]O.C(OC(C)C)(C)C, predict the reaction product. The product is: [CH:2]([CH:15]1[C:20](=[O:21])[CH2:19][CH2:18][N:17]([CH2:42][C:34]2[S:35][C:36]3[CH:41]=[CH:40][CH:39]=[CH:38][C:37]=3[C:33]=2[O:32][CH3:31])[CH2:16]1)([C:9]1[CH:14]=[CH:13][CH:12]=[CH:11][CH:10]=1)[C:3]1[CH:4]=[CH:5][CH:6]=[CH:7][CH:8]=1.